This data is from Full USPTO retrosynthesis dataset with 1.9M reactions from patents (1976-2016). The task is: Predict the reactants needed to synthesize the given product. (1) Given the product [CH3:18][C:17]1[O:16][N:15]=[C:14]([C:19]2[CH:24]=[CH:23][CH:22]=[CH:21][CH:20]=2)[C:13]=1[C:10]1[O:9][C:8]([C:5]2[CH:6]=[CH:7][C:2]([N:25]3[CH2:30][CH2:29][O:28][CH2:27][CH2:26]3)=[N:3][CH:4]=2)=[N:12][N:11]=1, predict the reactants needed to synthesize it. The reactants are: Cl[C:2]1[CH:7]=[CH:6][C:5]([C:8]2[O:9][C:10]([C:13]3[C:14]([C:19]4[CH:24]=[CH:23][CH:22]=[CH:21][CH:20]=4)=[N:15][O:16][C:17]=3[CH3:18])=[N:11][N:12]=2)=[CH:4][N:3]=1.[NH:25]1[CH2:30][CH2:29][O:28][CH2:27][CH2:26]1. (2) Given the product [CH2:1]([O:3][C:4]1[CH:12]=[C:11]2[C:7]([CH:8]=[N:9][NH:10]2)=[CH:6][C:5]=1[NH:13][C:14]1[C:15]2[C:22]3[CH2:23][CH2:24][CH:25]([C:27]([N:32]([CH2:30][CH3:31])[CH:33]([CH3:35])[CH3:34])=[O:28])[CH2:26][C:21]=3[S:20][C:16]=2[N:17]=[CH:18][N:19]=1)[CH3:2], predict the reactants needed to synthesize it. The reactants are: [CH2:1]([O:3][C:4]1[CH:12]=[C:11]2[C:7]([CH:8]=[N:9][NH:10]2)=[CH:6][C:5]=1[NH:13][C:14]1[C:15]2[C:22]3[CH2:23][CH2:24][CH:25]([C:27](O)=[O:28])[CH2:26][C:21]=3[S:20][C:16]=2[N:17]=[CH:18][N:19]=1)[CH3:2].[CH2:30]([NH:32][CH:33]([CH3:35])[CH3:34])[CH3:31]. (3) Given the product [C:21]1([S:18]([CH2:17][C:14]2[C:8]([C:9]([O:11][CH2:12][CH3:13])=[O:10])=[C:7]([O:28][CH3:29])[C:6]([C:3]3[CH:2]=[CH:31][CH:30]=[CH:5][CH:4]=3)=[CH:16][CH:15]=2)(=[O:19])=[O:20])[CH:22]=[CH:23][CH:24]=[CH:25][CH:26]=1, predict the reactants needed to synthesize it. The reactants are: O1[CH:5]=[CH:4][C:3]([C:6]2[C:7]([O:28][CH3:29])=[C:8]([C:14]([CH2:17][S:18]([C:21]3[CH:26]=[CH:25][CH:24]=[CH:23][C:22]=3C)(=[O:20])=[O:19])=[CH:15][CH:16]=2)[C:9]([O:11][CH2:12][CH3:13])=[O:10])=[CH:2]1.[C:30]1(S(CC2C(C(OCC)=O)=C(OC)C(Br)=CC=2)(=O)=O)C=CC=C[CH:31]=1.C1(B(O)O)C=CC=CC=1. (4) Given the product [Cl:51][C:48]1[CH:49]=[CH:50][C:45]([CH2:44][CH:29]2[C:28]3[C:33](=[CH:34][CH:35]=[C:26]([CH2:12][CH2:11][CH2:10][NH:13][S:14]([CH2:17][CH2:18][CH3:19])(=[O:16])=[O:15])[CH:27]=3)[CH2:32][CH2:31][CH:30]2[NH:36][C:37](=[O:38])[O:39][C:40]([CH3:41])([CH3:42])[CH3:43])=[CH:46][CH:47]=1, predict the reactants needed to synthesize it. The reactants are: B1C2CCCC1CCC2.[CH2:10]([NH:13][S:14]([CH2:17][CH2:18][CH3:19])(=[O:16])=[O:15])[CH:11]=[CH2:12].FC(F)(F)S(O[C:26]1[CH:35]=[CH:34][C:33]2[CH2:32][CH2:31][CH:30]([NH:36][C:37]([O:39][C:40]([CH3:43])([CH3:42])[CH3:41])=[O:38])[CH:29]([CH2:44][C:45]3[CH:50]=[CH:49][C:48]([Cl:51])=[CH:47][CH:46]=3)[C:28]=2[CH:27]=1)(=O)=O.C1(P(C2C=CC=CC=2)C2C=CC=CC=2)C=CC=CC=1.C(=O)([O-])[O-].[Cs+].[Cs+]. (5) The reactants are: C([C@H]1CCOC(=O)N1C(=O)[C@@H:16]([C@H:21]([O:29][Si:30]([C:33]([CH3:36])([CH3:35])[CH3:34])([CH3:32])[CH3:31])[C:22]1[CH:23]=[N:24][C:25]([Cl:28])=[CH:26][CH:27]=1)[CH2:17][CH2:18][C:19]#[CH:20])C1C=CC=CC=1.[O:38]1[CH2:42]CCC1.[OH:43]O.[OH-].[Na+]. Given the product [Si:30]([O:29][C@H:21]([C:22]1[CH:23]=[N:24][C:25]([Cl:28])=[CH:26][CH:27]=1)[C@@H:16]([CH2:17][CH2:18][C:19]#[CH:20])[C:42]([OH:38])=[O:43])([C:33]([CH3:34])([CH3:36])[CH3:35])([CH3:32])[CH3:31], predict the reactants needed to synthesize it. (6) Given the product [C:3]([O-:15])(=[O:14])[CH2:4][C:5]([CH2:10][C:11]([O-:13])=[O:12])([C:7]([O-:9])=[O:8])[OH:6].[Ag+:1].[Ag+:1].[Ag+:1], predict the reactants needed to synthesize it. The reactants are: [Ag:1]=O.[C:3]([OH:15])(=[O:14])[CH2:4][C:5]([CH2:10][C:11]([OH:13])=[O:12])([C:7]([OH:9])=[O:8])[OH:6]. (7) Given the product [CH3:28][O:27][CH:26]([O:29][CH3:30])[CH2:25][CH2:24][N:13]1[CH:14]=[C:9]([C:4]2[CH:5]=[N:6][CH:7]=[CH:8][C:3]=2[CH3:2])[C:10](=[O:16])[NH:11][C:12]1=[O:15], predict the reactants needed to synthesize it. The reactants are: Cl.[CH3:2][C:3]1[CH:8]=[CH:7][N:6]=[CH:5][C:4]=1[C:9]1[C:10](=[O:16])[NH:11][C:12](=[O:15])[NH:13][CH:14]=1.C([O-])([O-])=O.[K+].[K+].Br[CH2:24][CH2:25][CH:26]([O:29][CH3:30])[O:27][CH3:28].O. (8) The reactants are: Br[C:2]1[CH:7]=[CH:6][N:5]=[C:4]2[N:8]([C:12]3[CH:17]=[CH:16][C:15]([O:18][CH3:19])=[CH:14][CH:13]=3)[N:9]=[C:10]([CH3:11])[C:3]=12.[C:20]([Cu])#[N:21]. Given the product [CH3:19][O:18][C:15]1[CH:16]=[CH:17][C:12]([N:8]2[C:4]3[N:5]=[CH:6][CH:7]=[C:2]([C:20]#[N:21])[C:3]=3[C:10]([CH3:11])=[N:9]2)=[CH:13][CH:14]=1, predict the reactants needed to synthesize it. (9) Given the product [Cl:24][C:25]1[CH:30]=[CH:29][C:28]([CH2:31][CH2:32][NH:33][C:21]([C:15]2[CH:14]=[N:13][N:12]([C:6]3[C:5]4[C:10](=[CH:11][C:2]([Cl:1])=[CH:3][CH:4]=4)[N:9]=[CH:8][CH:7]=3)[C:16]=2[C:17]([F:20])([F:18])[F:19])=[O:22])=[CH:27][CH:26]=1, predict the reactants needed to synthesize it. The reactants are: [Cl:1][C:2]1[CH:11]=[C:10]2[C:5]([C:6]([N:12]3[C:16]([C:17]([F:20])([F:19])[F:18])=[C:15]([C:21](O)=[O:22])[CH:14]=[N:13]3)=[CH:7][CH:8]=[N:9]2)=[CH:4][CH:3]=1.[Cl:24][C:25]1[CH:30]=[CH:29][C:28]([CH2:31][CH2:32][NH2:33])=[CH:27][CH:26]=1. (10) Given the product [CH:15]1([C@:10]2([C:13]#[N:14])[CH2:11][CH2:12][N:8]([C:6]3[CH:5]=[CH:4][N:3]=[C:2]([NH:1][C:20]4[CH:24]=[C:23]([N:25]5[CH2:30][CH2:29][O:28][CH2:27][CH2:26]5)[N:22]([CH3:31])[N:21]=4)[CH:7]=3)[C:9]2=[O:18])[CH2:17][CH2:16]1, predict the reactants needed to synthesize it. The reactants are: [NH2:1][C:2]1[CH:7]=[C:6]([N:8]2[CH2:12][CH2:11][C@:10]([CH:15]3[CH2:17][CH2:16]3)([C:13]#[N:14])[C:9]2=[O:18])[CH:5]=[CH:4][N:3]=1.Br[C:20]1[CH:24]=[C:23]([N:25]2[CH2:30][CH2:29][O:28][CH2:27][CH2:26]2)[N:22]([CH3:31])[N:21]=1.C(=O)([O-])[O-].[K+].[K+].C1(P(C2CCCCC2)C2C(OC)=CC=C(OC)C=2C2C(C(C)C)=CC(C(C)C)=CC=2C(C)C)CCCCC1.C(=O)(O)[O-].[Na+].